This data is from Full USPTO retrosynthesis dataset with 1.9M reactions from patents (1976-2016). The task is: Predict the reactants needed to synthesize the given product. (1) Given the product [CH2:1]([O:8][C:9]([N:11]1[CH2:17][CH2:16][CH2:15][CH:14]([NH:18][C:31](=[O:32])[CH:30]([CH2:34][S:35]([CH2:38][C:39]2[CH:44]=[CH:43][CH:42]=[CH:41][CH:40]=2)(=[O:37])=[O:36])[CH2:29][C:28]([N:22]2[CH2:27][CH2:26][O:25][CH2:24][CH2:23]2)=[O:45])[C:13](=[O:21])[CH2:12]1)=[O:10])[C:2]1[CH:7]=[CH:6][CH:5]=[CH:4][CH:3]=1, predict the reactants needed to synthesize it. The reactants are: [CH2:1]([O:8][C:9]([N:11]1[CH2:17][CH2:16][CH2:15][CH:14]([N:18]=[N+]=[N-])[CH:13]([OH:21])[CH2:12]1)=[O:10])[C:2]1[CH:7]=[CH:6][CH:5]=[CH:4][CH:3]=1.[N:22]1([C:28](=[O:45])[CH2:29][CH:30]([CH2:34][S:35]([CH2:38][C:39]2[CH:44]=[CH:43][CH:42]=[CH:41][CH:40]=2)(=[O:37])=[O:36])[C:31](O)=[O:32])[CH2:27][CH2:26][O:25][CH2:24][CH2:23]1. (2) Given the product [CH2:1]([O:4][C:5]1[CH:10]=[CH:9][CH:8]=[CH:7][C:6]=1[CH2:11][NH2:13])[CH:2]=[CH2:3], predict the reactants needed to synthesize it. The reactants are: [CH2:1]([O:4][C:5]1[CH:10]=[CH:9][CH:8]=[CH:7][C:6]=1[CH2:11]Cl)[CH:2]=[CH2:3].[NH3:13]. (3) Given the product [NH2:9][C:8]1([C:6]2[CH:7]=[C:2]([Br:1])[CH:3]=[CH:4][C:5]=2[F:16])[CH2:15][O:14][CH2:13][CH:12]1[CH2:11][OH:10], predict the reactants needed to synthesize it. The reactants are: [Br:1][C:2]1[CH:3]=[CH:4][C:5]([F:16])=[C:6]([C:8]23[CH2:15][O:14][CH2:13][CH:12]2[CH2:11][O:10][NH:9]3)[CH:7]=1. (4) The reactants are: Cl[CH2:2][C:3]1[N:12]([CH2:13]C)[C:11](=[O:15])[C:10]2[C:5](=[CH:6][CH:7]=[CH:8][CH:9]=2)[N:4]=1.[OH:16][C:17]1[CH:24]=[CH:23][C:20]([CH:21]=[O:22])=[CH:19][CH:18]=1.C([O-])([O-])=O.[K+].[K+]. Given the product [CH3:13][N:12]1[C:11](=[O:15])[C:10]2[C:5](=[CH:6][CH:7]=[CH:8][CH:9]=2)[N:4]=[C:3]1[CH2:2][O:16][C:17]1[CH:24]=[CH:23][C:20]([CH:21]=[O:22])=[CH:19][CH:18]=1, predict the reactants needed to synthesize it. (5) The reactants are: CC1C=CC(S([O-])(=O)=O)=CC=1.C1C=C[NH+]=CC=1.[Cl:18][C:19]1[CH:20]=[CH:21][C:22]([O:30][CH2:31][CH:32]([F:34])[CH3:33])=[C:23]([CH:25]2OCC[O:26]2)[CH:24]=1. Given the product [Cl:18][C:19]1[CH:20]=[CH:21][C:22]([O:30][CH2:31][CH:32]([F:34])[CH3:33])=[C:23]([CH:24]=1)[CH:25]=[O:26], predict the reactants needed to synthesize it.